This data is from Catalyst prediction with 721,799 reactions and 888 catalyst types from USPTO. The task is: Predict which catalyst facilitates the given reaction. (1) Reactant: [Cl:1][C:2]1[N:10]=[C:9]2[C:5]([NH:6][CH:7]=[N:8]2)=[C:4]([N:11]2[CH:16]=[C:15]([C:17]3[CH:22]=[CH:21][CH:20]=[CH:19][CH:18]=3)[C:14](=[O:23])[C:13]([C:24]3[CH:29]=[CH:28][CH:27]=[CH:26][CH:25]=3)=[CH:12]2)[N:3]=1.[CH2:30](I)[CH3:31].C([O-])([O-])=O.[K+].[K+]. Product: [Cl:1][C:2]1[N:10]=[C:9]2[C:5]([N:6]=[CH:7][N:8]2[CH2:30][CH3:31])=[C:4]([N:11]2[CH:16]=[C:15]([C:17]3[CH:22]=[CH:21][CH:20]=[CH:19][CH:18]=3)[C:14](=[O:23])[C:13]([C:24]3[CH:29]=[CH:28][CH:27]=[CH:26][CH:25]=3)=[CH:12]2)[N:3]=1. The catalyst class is: 3. (2) Reactant: [NH2:1][C:2]1[CH:20]=[CH:19][C:5]2[N:6]([C:13]3[CH:18]=[CH:17][CH:16]=[CH:15][CH:14]=3)[C:7](=[O:12])[C:8]([CH3:11])([CH3:10])[O:9][C:4]=2[CH:3]=1.[CH3:21][S:22](Cl)(=[O:24])=[O:23].N1C=CC=CC=1.C(=O)([O-])O.[Na+]. Product: [CH3:10][C:8]1([CH3:11])[C:7](=[O:12])[N:6]([C:13]2[CH:18]=[CH:17][CH:16]=[CH:15][CH:14]=2)[C:5]2[CH:19]=[CH:20][C:2]([NH:1][S:22]([CH3:21])(=[O:24])=[O:23])=[CH:3][C:4]=2[O:9]1. The catalyst class is: 22. (3) Reactant: C(OC([N:8]([CH2:25][C:26]1([C:30]2[C:35]([F:36])=[CH:34][CH:33]=[CH:32][N:31]=2)[CH2:29][CH2:28][CH2:27]1)[C:9]1[N:14]=[N:13][C:12]([C:15]2[NH:19][N:18]=[C:17]([C:20]([O:22]CC)=O)[CH:16]=2)=[CH:11][CH:10]=1)=O)(C)(C)C.[NH3:37]. Product: [F:36][C:35]1[C:30]([C:26]2([CH2:25][NH:8][C:9]3[N:14]=[N:13][C:12]([C:15]4[NH:19][N:18]=[C:17]([C:20]([NH2:37])=[O:22])[CH:16]=4)=[CH:11][CH:10]=3)[CH2:29][CH2:28][CH2:27]2)=[N:31][CH:32]=[CH:33][CH:34]=1. The catalyst class is: 5. (4) Reactant: Cl[C:2]1[CH:3]=[CH:4][C:5]2[N:6]([C:8]([C:11]3[S:19][C:14]4=[CH:15][N:16]=[CH:17][CH:18]=[C:13]4[CH:12]=3)=[CH:9][N:10]=2)[N:7]=1.O.C1(C)C=CC(S(O)(=O)=O)=CC=1.[NH2:32][C@H:33]1[CH2:38][CH2:37][C@H:36]([OH:39])[CH2:35][CH2:34]1. Product: [S:19]1[C:14]2=[CH:15][N:16]=[CH:17][CH:18]=[C:13]2[CH:12]=[C:11]1[C:8]1[N:6]2[N:7]=[C:2]([NH:32][C@H:33]3[CH2:38][CH2:37][C@H:36]([OH:39])[CH2:35][CH2:34]3)[CH:3]=[CH:4][C:5]2=[N:10][CH:9]=1. The catalyst class is: 58. (5) Reactant: [Cl:1][C:2]1[CH:3]=[CH:4][C:5]([N:22]2[CH2:27][CH2:26][O:25][CH2:24][CH2:23]2)=[C:6]([CH2:8][N:9]2[CH2:14][CH2:13][N:12](C(OC(C)(C)C)=O)[CH2:11][CH2:10]2)[CH:7]=1.FC(F)(F)C(O)=O. Product: [Cl:1][C:2]1[CH:3]=[CH:4][C:5]([N:22]2[CH2:27][CH2:26][O:25][CH2:24][CH2:23]2)=[C:6]([CH2:8][N:9]2[CH2:10][CH2:11][NH:12][CH2:13][CH2:14]2)[CH:7]=1. The catalyst class is: 4. (6) Reactant: [CH2:1]([Zn]CC)C.C(O)(C(F)(F)F)=O.ICI.[Br:16][C:17]1[CH:22]=[C:21]([CH:23]=[CH2:24])[CH:20]=[C:19]([Br:25])[CH:18]=1. Product: [Br:16][C:17]1[CH:22]=[C:21]([CH:23]2[CH2:1][CH2:24]2)[CH:20]=[C:19]([Br:25])[CH:18]=1. The catalyst class is: 26. (7) Reactant: Cl[C:2]1[CH:7]=[C:6]([CH2:8][O:9][C:10]2[CH:15]=[CH:14][CH:13]=[CH:12][CH:11]=2)[CH:5]=[CH:4][N:3]=1.[OH-:16].[Na+].Cl. Product: [O:9]([CH2:8][C:6]1[CH:5]=[CH:4][NH:3][C:2](=[O:16])[CH:7]=1)[C:10]1[CH:15]=[CH:14][CH:13]=[CH:12][CH:11]=1. The catalyst class is: 5. (8) Reactant: [CH2:1]([C:4]1([CH2:29][CH:30]=[CH2:31])[C:27](=[O:28])[N:7]2[CH2:8][CH2:9][N:10](C(OC(C)(C)C)=O)[C@@H:11]([C:12]3[CH:17]=[CH:16][C:15]([CH3:18])=[CH:14][C:13]=3[CH3:19])[C@@H:6]2[CH2:5]1)[CH:2]=[CH2:3].C(O)(C(F)(F)F)=O.[OH-].[Na+]. Product: [CH2:29]([C:4]1([CH2:1][CH:2]=[CH2:3])[C:27](=[O:28])[N:7]2[CH2:8][CH2:9][NH:10][C@@H:11]([C:12]3[CH:17]=[CH:16][C:15]([CH3:18])=[CH:14][C:13]=3[CH3:19])[C@@H:6]2[CH2:5]1)[CH:30]=[CH2:31]. The catalyst class is: 2. (9) Reactant: [CH2:1]([C:4]1[CH:5]=[C:6]2[C:11](=[N:12][CH:13]=1)[N:10]([O:14]CC1C=CC=CC=1)[C:9](=[O:22])[C:8]([C:23]1[CH:28]=[CH:27][CH:26]=[CH:25][CH:24]=1)=[C:7]2[OH:29])[CH:2]=[CH2:3].[BrH:30].CC(O)=O. Product: [Br:30][CH:2]([CH3:3])[CH2:1][C:4]1[CH:5]=[C:6]2[C:11](=[N:12][CH:13]=1)[N:10]([OH:14])[C:9](=[O:22])[C:8]([C:23]1[CH:28]=[CH:27][CH:26]=[CH:25][CH:24]=1)=[C:7]2[OH:29]. The catalyst class is: 6.